From a dataset of Forward reaction prediction with 1.9M reactions from USPTO patents (1976-2016). Predict the product of the given reaction. (1) Given the reactants [NH2:1][C:2]1[CH:3]=[C:4]([CH:10]=[CH:11][CH:12]=1)[O:5][CH2:6][C:7]([OH:9])=[O:8].[C:13](O[C:13]([O:15][C:16]([CH3:19])([CH3:18])[CH3:17])=[O:14])([O:15][C:16]([CH3:19])([CH3:18])[CH3:17])=[O:14].[OH-].[Na+], predict the reaction product. The product is: [C:16]([O:15][C:13]([NH:1][C:2]1[CH:3]=[C:4]([CH:10]=[CH:11][CH:12]=1)[O:5][CH2:6][C:7]([OH:9])=[O:8])=[O:14])([CH3:19])([CH3:18])[CH3:17]. (2) Given the reactants Br[C:2]1[CH:3]=[C:4]([C:7]([OH:9])=[O:8])[S:5][CH:6]=1.C([O-])([O-])=O.[Cs+].[Cs+].[CH3:16][N:17]1[C:21](B2OC(C)(C)C(C)(C)O2)=[CH:20][CH:19]=[N:18]1, predict the reaction product. The product is: [CH3:16][N:17]1[C:21]([C:2]2[CH:3]=[C:4]([C:7]([OH:9])=[O:8])[S:5][CH:6]=2)=[CH:20][CH:19]=[N:18]1. (3) Given the reactants [N+:1]([C:4]1[CH:9]=[CH:8][C:7]([NH:10][CH:11]([CH2:15][CH2:16][CH2:17][CH2:18][NH:19][C:20]2[CH:25]=[CH:24][C:23]([N+:26]([O-:28])=[O:27])=[CH:22][CH:21]=2)[C:12]([OH:14])=[O:13])=[CH:6][CH:5]=1)([O-:3])=[O:2].S(=O)(=O)(O)O.[CH2:34](O)[CH3:35], predict the reaction product. The product is: [N+:1]([C:4]1[CH:9]=[CH:8][C:7]([NH:10][CH:11]([CH2:15][CH2:16][CH2:17][CH2:18][NH:19][C:20]2[CH:21]=[CH:22][C:23]([N+:26]([O-:28])=[O:27])=[CH:24][CH:25]=2)[C:12]([O:14][CH2:34][CH3:35])=[O:13])=[CH:6][CH:5]=1)([O-:3])=[O:2]. (4) Given the reactants I[C:2]1[C:10]2[C:5](=[N:6][CH:7]=[C:8]([C:11]3[CH:16]=[CH:15][C:14]([N:17]4[CH2:22][CH2:21][N:20]([C:23]([O:25][C:26]([CH3:29])([CH3:28])[CH3:27])=[O:24])[CH2:19][CH2:18]4)=[CH:13][CH:12]=3)[CH:9]=2)[N:4]([S:30]([C:33]2[CH:39]=[CH:38][C:36]([CH3:37])=[CH:35][CH:34]=2)(=[O:32])=[O:31])[CH:3]=1.[CH3:40][C:41]1[C:45](B2OC(C)(C)C(C)(C)O2)=[C:44]([CH3:55])[N:43]([CH2:56][C:57]2[CH:58]=[C:59]([CH:62]=[CH:63][CH:64]=2)[C:60]#[N:61])[N:42]=1.C(=O)([O-])[O-].[Na+].[Na+], predict the reaction product. The product is: [C:60]([C:59]1[CH:58]=[C:57]([CH:64]=[CH:63][CH:62]=1)[CH2:56][N:43]1[C:44]([CH3:55])=[C:45]([C:2]2[C:10]3[C:5](=[N:6][CH:7]=[C:8]([C:11]4[CH:16]=[CH:15][C:14]([N:17]5[CH2:22][CH2:21][N:20]([C:23]([O:25][C:26]([CH3:29])([CH3:28])[CH3:27])=[O:24])[CH2:19][CH2:18]5)=[CH:13][CH:12]=4)[CH:9]=3)[N:4]([S:30]([C:33]3[CH:39]=[CH:38][C:36]([CH3:37])=[CH:35][CH:34]=3)(=[O:32])=[O:31])[CH:3]=2)[C:41]([CH3:40])=[N:42]1)#[N:61]. (5) Given the reactants [F:1][C:2]1[CH:7]=[CH:6][C:5]([C:8]2[CH:13]=[CH:12][C:11]([C:14]([OH:16])=O)=[CH:10][CH:9]=2)=[CH:4][CH:3]=1.C(Cl)(C([Cl:21])=O)=O, predict the reaction product. The product is: [F:1][C:2]1[CH:7]=[CH:6][C:5]([C:8]2[CH:13]=[CH:12][C:11]([C:14]([Cl:21])=[O:16])=[CH:10][CH:9]=2)=[CH:4][CH:3]=1.